From a dataset of Full USPTO retrosynthesis dataset with 1.9M reactions from patents (1976-2016). Predict the reactants needed to synthesize the given product. (1) The reactants are: C(OC([N:11]1[CH2:16][CH2:15][CH:14]([N:17]([C:19]([O:21][C:22]([CH3:25])([CH3:24])[CH3:23])=[O:20])[CH3:18])[CH2:13][CH2:12]1)=O)C1C=CC=CC=1. Given the product [CH3:18][N:17]([C:19]([O:21][C:22]([CH3:25])([CH3:24])[CH3:23])=[O:20])[CH:14]1[CH2:15][CH2:16][NH:11][CH2:12][CH2:13]1, predict the reactants needed to synthesize it. (2) The reactants are: [CH3:1][C:2]1[N:7]=[C:6]2[N:8]([CH2:12][C:13]3[CH:14]=[C:15]([C:19]4[N:24]=[CH:23][C:22]([N:25]5[CH2:30][CH2:29][N:28](C(OC(C)(C)C)=O)[CH2:27][CH2:26]5)=[CH:21][N:20]=4)[CH:16]=[CH:17][CH:18]=3)[C:9](=[O:11])[O:10][C:5]2=[CH:4][CH:3]=1.Cl. Given the product [CH3:1][C:2]1[N:7]=[C:6]2[N:8]([CH2:12][C:13]3[CH:18]=[CH:17][CH:16]=[C:15]([C:19]4[N:24]=[CH:23][C:22]([N:25]5[CH2:30][CH2:29][NH:28][CH2:27][CH2:26]5)=[CH:21][N:20]=4)[CH:14]=3)[C:9](=[O:11])[O:10][C:5]2=[CH:4][CH:3]=1, predict the reactants needed to synthesize it. (3) Given the product [F:35][C:32]1[CH:33]=[CH:34][C:29]([CH2:28][C:6]2([C:4]([OH:5])=[O:3])[CH2:7][CH2:8][N:9]([CH2:12][CH:13]3[O:17][N:16]=[C:15]([C:18]4[CH:27]=[CH:26][C:21]5[NH:22][C:23](=[O:25])[O:24][C:20]=5[CH:19]=4)[CH2:14]3)[CH2:10][CH2:11]2)=[CH:30][CH:31]=1, predict the reactants needed to synthesize it. The reactants are: C([O:3][C:4]([C:6]1([CH2:28][C:29]2[CH:34]=[CH:33][C:32]([F:35])=[CH:31][CH:30]=2)[CH2:11][CH2:10][N:9]([CH2:12][CH:13]2[O:17][N:16]=[C:15]([C:18]3[CH:27]=[CH:26][C:21]4[NH:22][C:23](=[O:25])[O:24][C:20]=4[CH:19]=3)[CH2:14]2)[CH2:8][CH2:7]1)=[O:5])C.[OH-].[Na+]. (4) The reactants are: [NH:1]1[C:11]2[C:6](=[CH:7][CH:8]=[CH:9][CH:10]=2)[C:4](=O)[C:2]1=[O:3].[C:12]12([C:22]([NH:24][NH2:25])=[O:23])[CH2:21][CH:16]3[CH2:17][CH:18]([CH2:20][CH:14]([CH2:15]3)[CH2:13]1)[CH2:19]2. Given the product [CH2:2]([N:1]1[C:11]2[C:6](=[CH:7][CH:8]=[CH:9][CH:10]=2)/[C:4](=[N:25]/[NH:24][C:22]([C:12]23[CH2:21][CH:16]4[CH2:15][CH:14]([CH2:20][CH:18]([CH2:17]4)[CH2:19]2)[CH2:13]3)=[O:23])/[C:2]1=[O:3])[CH2:4][CH2:6][CH2:7][CH2:8][CH3:9], predict the reactants needed to synthesize it. (5) Given the product [C:11]([O:9][C:5]1[CH:6]=[C:7]([CH3:8])[C:2]([Br:1])=[C:3]([CH3:10])[CH:4]=1)(=[O:14])[C:12]#[CH:13], predict the reactants needed to synthesize it. The reactants are: [Br:1][C:2]1[C:7]([CH3:8])=[CH:6][C:5]([OH:9])=[CH:4][C:3]=1[CH3:10].[C:11](O)(=[O:14])[C:12]#[CH:13].C1CCC(N=C=NC2CCCCC2)CC1.